Regression. Given two drug SMILES strings and cell line genomic features, predict the synergy score measuring deviation from expected non-interaction effect. From a dataset of NCI-60 drug combinations with 297,098 pairs across 59 cell lines. (1) Drug 1: CCCCCOC(=O)NC1=NC(=O)N(C=C1F)C2C(C(C(O2)C)O)O. Drug 2: CC1CCC2CC(C(=CC=CC=CC(CC(C(=O)C(C(C(=CC(C(=O)CC(OC(=O)C3CCCCN3C(=O)C(=O)C1(O2)O)C(C)CC4CCC(C(C4)OC)OCCO)C)C)O)OC)C)C)C)OC. Cell line: OVCAR-5. Synergy scores: CSS=7.54, Synergy_ZIP=-4.55, Synergy_Bliss=-8.45, Synergy_Loewe=-49.9, Synergy_HSA=-6.45. (2) Drug 1: C1CCC(CC1)NC(=O)N(CCCl)N=O. Drug 2: CS(=O)(=O)CCNCC1=CC=C(O1)C2=CC3=C(C=C2)N=CN=C3NC4=CC(=C(C=C4)OCC5=CC(=CC=C5)F)Cl. Cell line: LOX IMVI. Synergy scores: CSS=45.1, Synergy_ZIP=2.60, Synergy_Bliss=0.884, Synergy_Loewe=1.41, Synergy_HSA=1.99. (3) Drug 1: CC(C1=C(C=CC(=C1Cl)F)Cl)OC2=C(N=CC(=C2)C3=CN(N=C3)C4CCNCC4)N. Drug 2: C1CC(=O)NC(=O)C1N2C(=O)C3=CC=CC=C3C2=O. Cell line: HOP-62. Synergy scores: CSS=6.09, Synergy_ZIP=1.42, Synergy_Bliss=6.00, Synergy_Loewe=5.07, Synergy_HSA=4.60. (4) Drug 1: COC1=CC(=CC(=C1O)OC)C2C3C(COC3=O)C(C4=CC5=C(C=C24)OCO5)OC6C(C(C7C(O6)COC(O7)C8=CC=CS8)O)O. Drug 2: CC1C(C(CC(O1)OC2CC(CC3=C2C(=C4C(=C3O)C(=O)C5=C(C4=O)C(=CC=C5)OC)O)(C(=O)C)O)N)O.Cl. Cell line: SNB-75. Synergy scores: CSS=40.6, Synergy_ZIP=12.9, Synergy_Bliss=13.5, Synergy_Loewe=5.35, Synergy_HSA=13.9. (5) Cell line: NCIH23. Drug 2: C1CC(CCC1OC2=C(C(=CC=C2)Cl)F)(CC3=NC(=CC=C3)NC4=NC=CS4)C(=O)O. Drug 1: C1=CN(C(=O)N=C1N)C2C(C(C(O2)CO)O)(F)F. Synergy scores: CSS=84.0, Synergy_ZIP=-2.94, Synergy_Bliss=-3.72, Synergy_Loewe=-2.41, Synergy_HSA=-0.0649.